This data is from Catalyst prediction with 721,799 reactions and 888 catalyst types from USPTO. The task is: Predict which catalyst facilitates the given reaction. (1) Reactant: [O:1]=[S:2]1(=[O:37])[C:6]2[CH:7]=[CH:8][CH:9]=[CH:10][C:5]=2[C:4]([NH:11][C@@H:12]([CH2:17][C:18]2[CH:23]=[CH:22][C:21]([S:24][CH2:25][CH2:26][N:27]([C:29]([CH:31]3[CH2:36][CH2:35][CH2:34][CH2:33][CH2:32]3)=[O:30])[CH3:28])=[CH:20][CH:19]=2)[C:13]([O:15]C)=[O:14])=[N:3]1.[Li+].[OH-].Cl.O. Product: [O:37]=[S:2]1(=[O:1])[C:6]2[CH:7]=[CH:8][CH:9]=[CH:10][C:5]=2[C:4]([NH:11][C@@H:12]([CH2:17][C:18]2[CH:23]=[CH:22][C:21]([S:24][CH2:25][CH2:26][N:27]([C:29]([CH:31]3[CH2:32][CH2:33][CH2:34][CH2:35][CH2:36]3)=[O:30])[CH3:28])=[CH:20][CH:19]=2)[C:13]([OH:15])=[O:14])=[N:3]1. The catalyst class is: 87. (2) Reactant: Cl[C:2]1[C:3]2[C:10]([I:11])=[CH:9][N:8]([CH2:12][C:13]3[CH:18]=[CH:17][C:16]([N+:19]([O-:21])=[O:20])=[CH:15][CH:14]=3)[C:4]=2[N:5]=[CH:6][N:7]=1.[NH4+:22].[OH-].O. Product: [I:11][C:10]1[C:3]2[C:2]([NH2:22])=[N:7][CH:6]=[N:5][C:4]=2[N:8]([CH2:12][C:13]2[CH:18]=[CH:17][C:16]([N+:19]([O-:21])=[O:20])=[CH:15][CH:14]=2)[CH:9]=1. The catalyst class is: 12. (3) Reactant: C([O:3][C:4](=[O:23])[C:5]1[CH:17]=[C:16]([CH2:18][O:19][CH:20]([CH3:22])[CH3:21])[CH:15]=[C:7]([C:8]([N:10]([CH3:14])[CH2:11][CH2:12][CH3:13])=[O:9])[CH:6]=1)C. Product: [CH:20]([O:19][CH2:18][C:16]1[CH:15]=[C:7]([C:8]([N:10]([CH3:14])[CH2:11][CH2:12][CH3:13])=[O:9])[CH:6]=[C:5]([CH:17]=1)[C:4]([OH:23])=[O:3])([CH3:22])[CH3:21]. The catalyst class is: 562. (4) Reactant: [CH3:1][C:2]1[N:11]=[CH:10][C:9]2[C:4](=[CH:5][CH:6]=[CH:7][C:8]=2F)[N:3]=1.[CH3:13][CH:14]1[CH2:19][NH:18][CH2:17][CH2:16][NH:15]1.C(N(CC)CC)C. Product: [CH3:1][C:2]1[N:11]=[CH:10][C:9]2[C:4](=[CH:5][CH:6]=[CH:7][C:8]=2[N:18]2[CH2:17][CH2:16][NH:15][CH:14]([CH3:13])[CH2:19]2)[N:3]=1. The catalyst class is: 3. (5) Product: [Cl:23][C:21]1[CH:22]=[C:17]([NH:15][C:12]2[CH:11]=[CH:10][C:9]([CH2:8][N:5]3[CH2:6][CH2:7][N:2]([CH3:1])[CH2:3][CH2:4]3)=[CH:14][N:13]=2)[C:18](=[O:25])[N:19]([CH3:24])[N:20]=1. Reactant: [CH3:1][N:2]1[CH2:7][CH2:6][N:5]([CH2:8][C:9]2[CH:10]=[CH:11][C:12]([NH2:15])=[N:13][CH:14]=2)[CH2:4][CH2:3]1.Br[C:17]1[C:18](=[O:25])[N:19]([CH3:24])[N:20]=[C:21]([Cl:23])[CH:22]=1.CC1(C)C2C(=C(P(C3C=CC=CC=3)C3C=CC=CC=3)C=CC=2)OC2C(P(C3C=CC=CC=3)C3C=CC=CC=3)=CC=CC1=2.C(=O)([O-])[O-].[Cs+].[Cs+]. The catalyst class is: 102. (6) Reactant: Br[C:2]1[CH:7]=[CH:6][C:5]([C:8]([O:12][CH3:13])([O:10][CH3:11])[CH3:9])=[CH:4][CH:3]=1.[Mg].[CH:15]1[N:16]=[CH:17][N:18]2[CH2:23][CH2:22][CH2:21][C:20](=[O:24])[C:19]=12. Product: [CH3:11][O:10][C:8]([C:5]1[CH:6]=[CH:7][C:2]([C:20]2([OH:24])[CH2:21][CH2:22][CH2:23][N:18]3[CH:17]=[N:16][CH:15]=[C:19]23)=[CH:3][CH:4]=1)([O:12][CH3:13])[CH3:9]. The catalyst class is: 7.